Dataset: Forward reaction prediction with 1.9M reactions from USPTO patents (1976-2016). Task: Predict the product of the given reaction. (1) Given the reactants O=P(Cl)(Cl)Cl.[NH:6]1[C:10]2[CH:11]=[C:12]([C:15]([NH2:17])=O)[CH:13]=[CH:14][C:9]=2[N:8]=[CH:7]1.[OH-].[Na+], predict the reaction product. The product is: [NH:6]1[C:10]2[CH:11]=[C:12]([C:15]#[N:17])[CH:13]=[CH:14][C:9]=2[N:8]=[CH:7]1. (2) Given the reactants FC(F)(F)S(O[C:7]1[CH2:8][CH2:9][N:10]([C:13]2[C:18]([F:19])=[CH:17][C:16]([N+:20]([O-:22])=[O:21])=[CH:15][C:14]=2[F:23])[CH2:11][CH:12]=1)(=O)=O.[F:26][C:27]1[CH:28]=[C:29](B2OC(C)(C)C(C)(C)O2)[CH:30]=[CH:31][C:32]=1[F:33].[Cl-].[Li+].C(=O)([O-])[O-].[Na+].[Na+], predict the reaction product. The product is: [F:19][C:18]1[CH:17]=[C:16]([N+:20]([O-:22])=[O:21])[CH:15]=[C:14]([F:23])[C:13]=1[N:10]1[CH2:11][CH:12]=[C:7]([C:30]2[CH:29]=[CH:28][C:27]([F:26])=[C:32]([F:33])[CH:31]=2)[CH2:8][CH2:9]1. (3) The product is: [F:13][C:2]([F:1])([F:12])[CH2:3][CH2:4][CH:5]([C:7]1[N:8]=[CH:9][O:10][CH:11]=1)[OH:6]. Given the reactants [F:1][C:2]([F:13])([F:12])[CH2:3][CH2:4][C:5]([C:7]1[N:8]=[CH:9][O:10][CH:11]=1)=[O:6].[BH4-].[Na+].O, predict the reaction product. (4) Given the reactants [CH3:1][C:2]1[S:3][C:4]([C:10]2[CH:15]=[CH:14][CH:13]=[CH:12][CH:11]=2)=[CH:5][C:6]=1[C:7](=[O:9])[CH3:8].[Li+].[BH4-], predict the reaction product. The product is: [CH3:1][C:2]1[S:3][C:4]([C:10]2[CH:15]=[CH:14][CH:13]=[CH:12][CH:11]=2)=[CH:5][C:6]=1[CH:7]([OH:9])[CH3:8].